Dataset: TCR-epitope binding with 47,182 pairs between 192 epitopes and 23,139 TCRs. Task: Binary Classification. Given a T-cell receptor sequence (or CDR3 region) and an epitope sequence, predict whether binding occurs between them. The epitope is FTISVTTEIL. The TCR CDR3 sequence is CASRSFGGAYNEQFF. Result: 0 (the TCR does not bind to the epitope).